Dataset: Forward reaction prediction with 1.9M reactions from USPTO patents (1976-2016). Task: Predict the product of the given reaction. (1) Given the reactants [Cl:1][C:2]1[CH:3]=[C:4]([O:11][CH2:12][C:13]2[C:18]([F:19])=[CH:17][CH:16]=[CH:15][N:14]=2)[C:5]([N+:8]([O-])=O)=[N:6][CH:7]=1.Cl.N, predict the reaction product. The product is: [Cl:1][C:2]1[CH:3]=[C:4]([O:11][CH2:12][C:13]2[C:18]([F:19])=[CH:17][CH:16]=[CH:15][N:14]=2)[C:5]([NH2:8])=[N:6][CH:7]=1. (2) Given the reactants [CH:1]([C:4]1[CH:11]=[CH:10][C:7]([CH:8]=O)=[CH:6][CH:5]=1)([CH3:3])[CH3:2].[NH2:12][C:13]1[CH:14]=[CH:15][C:16]([CH3:19])=[N:17][CH:18]=1.C([O:22][C:23](=O)[C:24]([OH:35])=[CH:25][C:26](=[O:34])[C:27]1[CH:32]=[CH:31][C:30]([CH3:33])=[CH:29][CH:28]=1)C, predict the reaction product. The product is: [OH:35][C:24]1[C:23](=[O:22])[N:12]([C:13]2[CH:18]=[N:17][C:16]([CH3:19])=[CH:15][CH:14]=2)[CH:8]([C:7]2[CH:10]=[CH:11][C:4]([CH:1]([CH3:3])[CH3:2])=[CH:5][CH:6]=2)[C:25]=1[C:26](=[O:34])[C:27]1[CH:32]=[CH:31][C:30]([CH3:33])=[CH:29][CH:28]=1. (3) Given the reactants [C:1]1([CH:7]([CH3:11])[C:8]([OH:10])=O)[CH:6]=[CH:5][CH:4]=[CH:3][CH:2]=1.S(Cl)(Cl)=O.[NH2:16][C:17]1[CH:22]=[CH:21][C:20]([N:23]2[C:29](=[O:30])[CH2:28][C:27](=[O:31])[NH:26][C:25]3[C:32]4[C:37]([CH:38]=[CH:39][C:24]2=3)=[CH:36][CH:35]=[CH:34][CH:33]=4)=[CH:19][CH:18]=1, predict the reaction product. The product is: [C:1]1([CH:7]([CH3:11])[C:8]([NH:16][C:17]2[CH:22]=[CH:21][C:20]([N:23]3[C:29](=[O:30])[CH2:28][C:27](=[O:31])[NH:26][C:25]4[C:32]5[C:37]([CH:38]=[CH:39][C:24]3=4)=[CH:36][CH:35]=[CH:34][CH:33]=5)=[CH:19][CH:18]=2)=[O:10])[CH:2]=[CH:3][CH:4]=[CH:5][CH:6]=1. (4) Given the reactants [F:1][C:2]([F:25])([F:24])[C:3]1[CH:4]=[C:5]([C:13]2[O:23][C:16]3=[C:17]([NH2:22])[N:18]=[CH:19][C:20](Br)=[C:15]3[CH:14]=2)[CH:6]=[C:7]([C:9]([F:12])([F:11])[F:10])[CH:8]=1.CC1(C)C(C)(C)OB([C:34]2[CH:35]=[N:36][N:37]([CH:39]3[CH2:44][CH2:43][N:42]([C:45]([O:47][C:48]([CH3:51])([CH3:50])[CH3:49])=[O:46])[CH2:41][CH2:40]3)[CH:38]=2)O1.C([O-])([O-])=O.[Na+].[Na+], predict the reaction product. The product is: [NH2:22][C:17]1[N:18]=[CH:19][C:20]([C:34]2[CH:35]=[N:36][N:37]([CH:39]3[CH2:40][CH2:41][N:42]([C:45]([O:47][C:48]([CH3:51])([CH3:50])[CH3:49])=[O:46])[CH2:43][CH2:44]3)[CH:38]=2)=[C:15]2[CH:14]=[C:13]([C:5]3[CH:4]=[C:3]([C:2]([F:25])([F:24])[F:1])[CH:8]=[C:7]([C:9]([F:12])([F:11])[F:10])[CH:6]=3)[O:23][C:16]=12. (5) The product is: [Cl:18][C:10]1[N:11]=[N:12][CH:13]=[CH:14][C:9]=1[C:6]1[CH:7]=[CH:8][C:3]([O:2][CH3:1])=[CH:4][CH:5]=1. Given the reactants [CH3:1][O:2][C:3]1[CH:8]=[CH:7][C:6]([C:9]2[C:10](=O)[NH:11][N:12]=[CH:13][CH:14]=2)=[CH:5][CH:4]=1.O=P(Cl)(Cl)[Cl:18], predict the reaction product. (6) Given the reactants [Br:1][C:2]1[CH:3]=[C:4]([NH2:9])[C:5]([NH2:8])=[N:6][CH:7]=1.[OH:10][C:11]1[CH:18]=[CH:17][C:14]([CH:15]=O)=[C:13]([O:19][CH3:20])[CH:12]=1, predict the reaction product. The product is: [Br:1][C:2]1[CH:3]=[C:4]2[N:9]=[C:15]([C:14]3[CH:17]=[CH:18][C:11]([OH:10])=[CH:12][C:13]=3[O:19][CH3:20])[NH:8][C:5]2=[N:6][CH:7]=1. (7) Given the reactants [NH2:1][C:2]1[CH:7]=[CH:6][C:5]([OH:8])=[CH:4][N:3]=1.CC(C)([O-])C.[K+].Cl[C:16]1[CH:21]=[CH:20][N:19]=[C:18]([C:22]([NH:24][CH:25]2[CH2:30][CH2:29][N:28]([CH3:31])[CH2:27][CH2:26]2)=[O:23])[CH:17]=1, predict the reaction product. The product is: [NH2:1][C:2]1[N:3]=[CH:4][C:5]([O:8][C:16]2[CH:21]=[CH:20][N:19]=[C:18]([C:22]([NH:24][CH:25]3[CH2:26][CH2:27][N:28]([CH3:31])[CH2:29][CH2:30]3)=[O:23])[CH:17]=2)=[CH:6][CH:7]=1. (8) Given the reactants CC(C)[C@H](N1CC2C(=CC(C3C=CC(NS(C4C=CC=CC=4)(=O)=O)=CC=3)=CC=2)C1=O)C(O)=O.[CH3:34][O:35][C:36]1[CH:37]=[C:38]([S:44]([NH:47][C:48]2[CH:53]=[CH:52][C:51]([C:54]3[CH:62]=[C:61]4[C:57]([CH2:58][N:59]([C@@H:64]([CH:69]([CH3:71])[CH3:70])[C:65]([O:67]C)=[O:66])[C:60]4=[O:63])=[CH:56][CH:55]=3)=[CH:50][CH:49]=2)(=[O:46])=[O:45])[CH:39]=[CH:40][C:41]=1[O:42][CH3:43], predict the reaction product. The product is: [CH3:34][O:35][C:36]1[CH:37]=[C:38]([S:44]([NH:47][C:48]2[CH:49]=[CH:50][C:51]([C:54]3[CH:62]=[C:61]4[C:57]([CH2:58][N:59]([C@@H:64]([CH:69]([CH3:71])[CH3:70])[C:65]([OH:67])=[O:66])[C:60]4=[O:63])=[CH:56][CH:55]=3)=[CH:52][CH:53]=2)(=[O:46])=[O:45])[CH:39]=[CH:40][C:41]=1[O:42][CH3:43]. (9) The product is: [F:29][C:30]1[CH:37]=[CH:36][CH:35]=[CH:34][C:31]=1[CH2:32][O:25][C:20]1[CH:21]=[CH:22][CH:23]=[CH:24][C:19]=1[CH2:18][C:17]1[C:13]([O:12][C@@H:1]2[O:9][C@H:8]([CH2:10][OH:11])[C@@H:6]([OH:7])[C@H:4]([OH:5])[C@H:2]2[OH:3])=[N:14][NH:15][C:16]=1[CH:26]([CH3:28])[CH3:27]. Given the reactants [C@@H:1]1([O:12][C:13]2[C:17]([CH2:18][C:19]3[CH:24]=[CH:23][CH:22]=[CH:21][C:20]=3[OH:25])=[C:16]([CH:26]([CH3:28])[CH3:27])[NH:15][N:14]=2)[O:9][C@H:8]([CH2:10][OH:11])[C@@H:6]([OH:7])[C@H:4]([OH:5])[C@H:2]1[OH:3].[F:29][C:30]1[CH:37]=[CH:36][CH:35]=[CH:34][C:31]=1[CH2:32]Br, predict the reaction product. (10) Given the reactants [F:1][C:2]1[CH:7]=[CH:6][C:5]([CH2:8][C:9]([O:11][CH3:12])=[O:10])=[CH:4][C:3]=1[N+:13]([O-])=O.Cl.C(O)(C)C, predict the reaction product. The product is: [NH2:13][C:3]1[CH:4]=[C:5]([CH2:8][C:9]([O:11][CH3:12])=[O:10])[CH:6]=[CH:7][C:2]=1[F:1].